From a dataset of Forward reaction prediction with 1.9M reactions from USPTO patents (1976-2016). Predict the product of the given reaction. (1) Given the reactants [Br:1][C:2]1[CH:11]=[CH:10][C:9]2[N:8]=[C:7](Cl)[C:6]3=[N:13][N:14](CC4C=CC(OC)=CC=4)[CH:15]=[C:5]3[C:4]=2[CH:3]=1.[NH:25]1[C:33]2[C:28](=[CH:29][CH:30]=[CH:31][C:32]=2[NH2:34])[CH:27]=[N:26]1.Cl, predict the reaction product. The product is: [Br:1][C:2]1[CH:11]=[CH:10][C:9]2[N:8]=[C:7]([NH:34][C:32]3[CH:31]=[CH:30][CH:29]=[C:28]4[C:33]=3[NH:25][N:26]=[CH:27]4)[C:6]3=[N:13][NH:14][CH:15]=[C:5]3[C:4]=2[CH:3]=1. (2) Given the reactants I[CH2:2][C@H:3]1[O:7][C@@H:6]([N:8]2[CH:15]=[C:14]([F:16])[C:12](=[O:13])[NH:11][C:9]2=[O:10])[C@H:5]([OH:17])[C@@H:4]1[OH:18].C(NC(C)C)(C)C, predict the reaction product. The product is: [F:16][C:14]1[C:12](=[O:13])[NH:11][C:9](=[O:10])[N:8]([CH:15]=1)[C@@H:6]1[O:7][C@H:3]([CH3:2])[C@@H:4]([OH:18])[C@H:5]1[OH:17]. (3) Given the reactants [CH2:1]1[CH2:5]O[CH2:3][CH2:2]1.Br[C:7]1[C:8]([CH3:22])=[C:9]([C:15]2[CH:20]=[CH:19][CH:18]=[CH:17][C:16]=2[CH3:21])[C:10]([CH3:14])=[CH:11][C:12]=1[CH3:13].Cl[P:24]([CH:31]1[CH2:36][CH2:35][CH2:34][CH2:33][CH2:32]1)[CH:25]1[CH2:30][CH2:29][CH2:28][CH2:27][CH2:26]1.[NH4+].[OH-].[C:39](OCC)(=O)[CH3:40], predict the reaction product. The product is: [CH:1]1([P:24]([CH:31]2[CH2:36][CH2:35][CH2:34][CH2:33][CH2:32]2)[C:25]2[CH:30]=[CH:29][CH:28]=[CH:27][C:26]=2[C:7]2[C:12]([CH3:13])=[CH:11][C:10]([CH3:14])=[C:9]([C:15]3[CH:20]=[CH:19][CH:18]=[CH:17][C:16]=3[CH3:21])[C:8]=2[CH3:22])[CH2:5][CH2:40][CH2:39][CH2:3][CH2:2]1. (4) Given the reactants C(Cl)(=O)C(Cl)=O.CS(C)=O.[C:11]([Si:15]([CH3:22])([CH3:21])[O:16][CH2:17][CH2:18][CH2:19][OH:20])([CH3:14])([CH3:13])[CH3:12].N1C=CC=CC=1.C(N(CC)CC)C, predict the reaction product. The product is: [C:11]([Si:15]([CH3:22])([CH3:21])[O:16][CH2:17][CH2:18][CH:19]=[O:20])([CH3:14])([CH3:13])[CH3:12]. (5) Given the reactants B(Br)(Br)Br.[Cl:5][C:6]1[CH:11]=[CH:10][C:9]([CH2:12][CH2:13][C:14]#[N:15])=[C:8]([O:16]C)[CH:7]=1, predict the reaction product. The product is: [Cl:5][C:6]1[CH:11]=[CH:10][C:9]([CH2:12][CH2:13][C:14]#[N:15])=[C:8]([OH:16])[CH:7]=1.